Predict the reactants needed to synthesize the given product. From a dataset of Retrosynthesis with 50K atom-mapped reactions and 10 reaction types from USPTO. (1) The reactants are: CCOC(=O)[C@@H]1CCOC[C@H]1c1ccc(-c2ccccc2)cc1. Given the product O=C(O)[C@@H]1CCOC[C@H]1c1ccc(-c2ccccc2)cc1, predict the reactants needed to synthesize it. (2) Given the product CN(C)Cc1cc(NCCN2CCOCC2)cc2c(Nc3cccc(Br)c3)c(C#N)cnc12, predict the reactants needed to synthesize it. The reactants are: CN(C)Cc1cc(N)cc2c(Nc3cccc(Br)c3)c(C#N)cnc12.O=CCN1CCOCC1. (3) Given the product O=C1N=C(N2CCO[C@H](CO)C2)SC1=Cc1ccc2c(cnn2Cc2ncccc2C(F)(F)F)c1, predict the reactants needed to synthesize it. The reactants are: O=C1CSC(N2CCO[C@H](CO)C2)=N1.O=Cc1ccc2c(cnn2Cc2ncccc2C(F)(F)F)c1.